This data is from Full USPTO retrosynthesis dataset with 1.9M reactions from patents (1976-2016). The task is: Predict the reactants needed to synthesize the given product. Given the product [N:22]1[CH:23]=[CH:24][C:25]([N:28]2[CH2:32][CH2:31][C:30]3([CH2:37][CH2:36][N:35]([C:17]([C:13]4[CH:12]=[C:11]5[C:16](=[CH:15][CH:14]=4)[N:8]([CH2:7][C:6]([O:5][C:1]([CH3:2])([CH3:3])[CH3:4])=[O:20])[CH:9]=[CH:10]5)=[O:19])[CH2:34][CH2:33]3)[CH2:29]2)=[CH:26][CH:27]=1, predict the reactants needed to synthesize it. The reactants are: [C:1]([O:5][C:6](=[O:20])[CH2:7][N:8]1[C:16]2[C:11](=[CH:12][C:13]([C:17]([OH:19])=O)=[CH:14][CH:15]=2)[CH:10]=[CH:9]1)([CH3:4])([CH3:3])[CH3:2].Cl.[N:22]1[CH:27]=[CH:26][C:25]([N:28]2[CH2:32][CH2:31][C:30]3([CH2:37][CH2:36][NH:35][CH2:34][CH2:33]3)[CH2:29]2)=[CH:24][CH:23]=1.CN(C(ON1N=NC2C=CC=CC1=2)=[N+](C)C)C.F[P-](F)(F)(F)(F)F.CCN(C(C)C)C(C)C.